The task is: Predict the product of the given reaction.. This data is from Forward reaction prediction with 1.9M reactions from USPTO patents (1976-2016). (1) Given the reactants [CH3:1][S:2]([C:5]1[CH:6]=[CH:7][C:8]([O:14][CH2:15][C:16]([F:22])([F:21])[C:17]([F:20])([F:19])[F:18])=[C:9]([CH:13]=1)[C:10](O)=[O:11])(=[O:4])=[O:3].FC(F)(F)C(O)=O.[F:30][C:31]([F:44])([F:43])[C:32]1[S:36][C:35]([N:37]2[CH2:42][CH2:41][NH:40][CH2:39][CH2:38]2)=[N:34][N:33]=1, predict the reaction product. The product is: [CH3:1][S:2]([C:5]1[CH:6]=[CH:7][C:8]([O:14][CH2:15][C:16]([F:22])([F:21])[C:17]([F:19])([F:20])[F:18])=[C:9]([C:10]([N:40]2[CH2:39][CH2:38][N:37]([C:35]3[S:36][C:32]([C:31]([F:43])([F:30])[F:44])=[N:33][N:34]=3)[CH2:42][CH2:41]2)=[O:11])[CH:13]=1)(=[O:3])=[O:4]. (2) Given the reactants [O:1]=[C:2]1[C:11]2[C:6](=[CH:7][CH:8]=[C:9]([C:12](O)=[O:13])[CH:10]=2)[CH:5]=[CH:4][N:3]1[CH2:15][C:16]1[CH:21]=[CH:20][C:19]([C:22]2[N:23]=[N:24][NH:25][N:26]=2)=[CH:18][CH:17]=1.[CH3:27][C:28]1[CH:35]=[CH:34][C:31]([CH2:32][NH2:33])=[CH:30][CH:29]=1, predict the reaction product. The product is: [CH3:27][C:28]1[CH:35]=[CH:34][C:31]([CH2:32][NH:33][C:12]([C:9]2[CH:10]=[C:11]3[C:6]([CH:5]=[CH:4][N:3]([CH2:15][C:16]4[CH:21]=[CH:20][C:19]([C:22]5[N:26]=[N:25][NH:24][N:23]=5)=[CH:18][CH:17]=4)[C:2]3=[O:1])=[CH:7][CH:8]=2)=[O:13])=[CH:30][CH:29]=1. (3) Given the reactants C1(S(C2C=CC(C(F)(F)F)=C(S(NC3CCNCC3)(=O)=O)C=2)(=O)=O)C=CC=CC=1.BrC(C)C(N)=O.[C:36]1([S:42]([C:45]2[CH:46]=[CH:47][C:48]([C:66]([F:69])([F:68])[F:67])=[C:49]([S:51]([NH:54][CH:55]3[CH2:60][CH2:59][N:58]([CH:61]([CH3:65])[C:62]([NH2:64])=[O:63])[CH2:57][CH2:56]3)(=[O:53])=[O:52])[CH:50]=2)(=[O:44])=[O:43])[CH:41]=[CH:40][CH:39]=[CH:38][CH:37]=1, predict the reaction product. The product is: [C:36]1([S:42]([C:45]2[CH:46]=[CH:47][C:48]([C:66]([F:67])([F:68])[F:69])=[C:49]([S:51]([NH:54][CH:55]3[CH2:60][CH2:59][N:58]([C@@H:61]([CH3:65])[C:62]([NH2:64])=[O:63])[CH2:57][CH2:56]3)(=[O:53])=[O:52])[CH:50]=2)(=[O:44])=[O:43])[CH:37]=[CH:38][CH:39]=[CH:40][CH:41]=1. (4) Given the reactants [C:1]([O:5][C:6](=[O:15])[CH2:7][CH2:8][C:9]1[CH:14]=[CH:13][CH:12]=[CH:11][N:10]=1)([CH3:4])([CH3:3])[CH3:2].[CH2:16]([O:18][C:19](=[O:26])[CH2:20][CH2:21][C:22](=O)[CH2:23]Br)[CH3:17].C(=O)(O)[O-].[Na+], predict the reaction product. The product is: [CH2:16]([O:18][C:19](=[O:26])[CH2:20][CH2:21][C:22]1[C:8]([CH2:7][C:6]([O:5][C:1]([CH3:4])([CH3:2])[CH3:3])=[O:15])=[C:9]2[N:10]([CH:23]=1)[CH:11]=[CH:12][CH:13]=[CH:14]2)[CH3:17]. (5) The product is: [F:1][C:2]1[C:3]([B:30]2[O:34][C:33]([CH3:36])([CH3:35])[C:32]([CH3:38])([CH3:37])[O:31]2)=[CH:4][CH:5]=[C:6]2[C:10]=1[N:9]([Si:11]([CH:15]([CH3:17])[CH3:16])([CH:18]([CH3:20])[CH3:19])[CH:12]([CH3:13])[CH3:14])[CH:8]=[CH:7]2. Given the reactants [F:1][C:2]1[CH:3]=[CH:4][CH:5]=[C:6]2[C:10]=1[N:9]([Si:11]([CH:18]([CH3:20])[CH3:19])([CH:15]([CH3:17])[CH3:16])[CH:12]([CH3:14])[CH3:13])[CH:8]=[CH:7]2.C([Li])(CC)C.C(O[B:30]1[O:34][C:33]([CH3:36])([CH3:35])[C:32]([CH3:38])([CH3:37])[O:31]1)(C)C, predict the reaction product. (6) The product is: [I:26][CH2:17][C:13]1([CH2:12][C:11]#[C:10][C:7]2[CH:8]=[CH:9][C:4]([O:3][C:2]([F:24])([F:23])[F:1])=[CH:5][CH:6]=2)[CH2:16][CH2:15][CH2:14]1. Given the reactants [F:1][C:2]([F:24])([F:23])[O:3][C:4]1[CH:9]=[CH:8][C:7]([C:10]#[C:11][CH2:12][C:13]2([CH2:17]OS(C)(=O)=O)[CH2:16][CH2:15][CH2:14]2)=[CH:6][CH:5]=1.[Na+].[I-:26], predict the reaction product. (7) Given the reactants [CH:1]12[CH2:7][CH:4]([CH2:5][CH2:6]1)[C:3](=O)[C:2]2=O.C(OP([CH:18]([CH3:26])[C:19](=O)[CH2:20][C:21]([CH3:24])([CH3:23])[CH3:22])(=O)OCC)C.O.[NH2:28][NH2:29], predict the reaction product. The product is: [CH3:22][C:21]([CH3:24])([CH3:23])[CH2:20][C:19]1[C:18]([CH3:26])=[C:3]2[C:2]([CH:1]3[CH2:7][CH:4]2[CH2:5][CH2:6]3)=[N:29][N:28]=1.